Dataset: Forward reaction prediction with 1.9M reactions from USPTO patents (1976-2016). Task: Predict the product of the given reaction. (1) Given the reactants Cl.O.[CH3:3][N:4]1[CH2:9][CH2:8][C:7]2([C:15]3[CH:16]=[CH:17][CH:18]=[CH:19][C:14]=3[CH2:13][C:12]3[CH:20]=[CH:21][CH:22]=[CH:23][C:11]=3[C:10]2=O)[CH2:6][CH2:5]1.CC1C2C(=O)C3(CCNCC3)C3C=CC=CC=3CC=2C=CC=1, predict the reaction product. The product is: [CH3:3][N:4]1[CH2:5][CH2:6][C:7]2([C:15]3[CH:16]=[CH:17][CH:18]=[CH:19][C:14]=3[CH2:13][C:12]3[CH:20]=[CH:21][CH:22]=[CH:23][C:11]=3[CH2:10]2)[CH2:8][CH2:9]1. (2) Given the reactants [Cl:1][C:2]1[CH:7]=[C:6]([Cl:8])[CH:5]=[CH:4][C:3]=1[S:9]([NH:12][CH2:13][C@H:14]([OH:36])[CH2:15][NH:16][C:17]([C@@H:19]([NH:24][C:25]([C:27]1[S:28][C:29]2[CH:35]=[CH:34][CH:33]=[CH:32][C:30]=2[CH:31]=1)=[O:26])[CH2:20][CH:21]([CH3:23])[CH3:22])=[O:18])(=[O:11])=[O:10].CC(OI1(OC(C)=O)(OC(C)=O)OC(=O)C2C=CC=CC1=2)=O, predict the reaction product. The product is: [Cl:1][C:2]1[CH:7]=[C:6]([Cl:8])[CH:5]=[CH:4][C:3]=1[S:9]([NH:12][CH2:13][C:14](=[O:36])[CH2:15][NH:16][C:17]([C@@H:19]([NH:24][C:25]([C:27]1[S:28][C:29]2[CH:35]=[CH:34][CH:33]=[CH:32][C:30]=2[CH:31]=1)=[O:26])[CH2:20][CH:21]([CH3:23])[CH3:22])=[O:18])(=[O:10])=[O:11]. (3) Given the reactants [F:1][C:2]1[CH:7]=[CH:6][CH:5]=[C:4]([N+:8]([O-])=O)[C:3]=1[NH:11][C:12]1[CH:17]=[CH:16][CH:15]=[CH:14][CH:13]=1, predict the reaction product. The product is: [F:1][C:2]1[CH:7]=[CH:6][CH:5]=[C:4]([NH2:8])[C:3]=1[NH:11][C:12]1[CH:13]=[CH:14][CH:15]=[CH:16][CH:17]=1.